Task: Predict the product of the given reaction.. Dataset: Forward reaction prediction with 1.9M reactions from USPTO patents (1976-2016) (1) The product is: [N:1]1[C:10]2[C:5](=[CH:6][CH:7]=[CH:8][C:9]=2[S:11]([NH:14][C:15]2[CH:25]=[CH:24][C:18]([C:19]([OH:21])=[O:20])=[CH:17][CH:16]=2)(=[O:13])=[O:12])[CH:4]=[CH:3][CH:2]=1. Given the reactants [N:1]1[C:10]2[C:5](=[CH:6][CH:7]=[CH:8][C:9]=2[S:11]([NH:14][C:15]2[CH:25]=[CH:24][C:18]([C:19]([O:21]CC)=[O:20])=[CH:17][CH:16]=2)(=[O:13])=[O:12])[CH:4]=[CH:3][CH:2]=1.[Li+].[OH-], predict the reaction product. (2) The product is: [CH3:11][NH:1][C:2]1[CH:3]=[C:4]([CH:8]=[CH:9][CH:10]=1)[C:5]([NH2:7])=[O:6]. Given the reactants [NH2:1][C:2]1[CH:3]=[C:4]([CH:8]=[CH:9][CH:10]=1)[C:5]([NH2:7])=[O:6].[C:11](=O)([O-])[O-].[K+].[K+].S(OC)(OC)(=O)=O, predict the reaction product. (3) Given the reactants [Cl:1][C:2]1[CH:10]=[C:9]([F:11])[C:8]([N+:12]([O-:14])=[O:13])=[CH:7][C:3]=1[C:4]([OH:6])=O.S(Cl)(Cl)=O.C([O-])([O-])=O.[K+].[K+].[NH:25]1[C:29]2=[N:30][CH:31]=[C:32]([NH2:34])[CH:33]=[C:28]2[CH:27]=[CH:26]1, predict the reaction product. The product is: [Cl:1][C:2]1[CH:10]=[C:9]([F:11])[C:8]([N+:12]([O-:14])=[O:13])=[CH:7][C:3]=1[C:4]([NH:34][C:32]1[CH:33]=[C:28]2[CH:27]=[CH:26][NH:25][C:29]2=[N:30][CH:31]=1)=[O:6]. (4) The product is: [C:19]1([S:25]([N:9]2[C:10]3[C:6](=[CH:5][C:4]([Br:3])=[CH:12][CH:11]=3)[CH:7]=[C:8]2[C:13]2[CH:18]=[CH:17][CH:16]=[CH:15][CH:14]=2)(=[O:27])=[O:26])[CH:24]=[CH:23][CH:22]=[CH:21][CH:20]=1. Given the reactants [H-].[Na+].[Br:3][C:4]1[CH:5]=[C:6]2[C:10](=[CH:11][CH:12]=1)[NH:9][C:8]([C:13]1[CH:18]=[CH:17][CH:16]=[CH:15][CH:14]=1)=[CH:7]2.[C:19]1([S:25](Cl)(=[O:27])=[O:26])[CH:24]=[CH:23][CH:22]=[CH:21][CH:20]=1.[Cl-].[NH4+], predict the reaction product. (5) The product is: [N:11]([CH2:4][C:3]1[C:2]([Cl:1])=[CH:9][CH:8]=[CH:7][C:6]=1[Cl:10])=[N+:12]=[N-:13]. Given the reactants [Cl:1][C:2]1[CH:9]=[CH:8][CH:7]=[C:6]([Cl:10])[C:3]=1[CH2:4]Br.[N-:11]=[N+:12]=[N-:13].[Na+], predict the reaction product. (6) The product is: [N+:1]([C:4]1[CH:9]=[CH:8][CH:7]=[CH:6][C:5]=1[C:10]1[C:11]([C:12]([O:14][CH2:15][CH3:16])=[O:13])=[CH:26][NH:27][CH:28]=1)([O-:3])=[O:2]. Given the reactants [N+:1]([C:4]1[CH:9]=[CH:8][CH:7]=[CH:6][C:5]=1[CH2:10][CH2:11][C:12]([O:14][CH2:15][CH3:16])=[O:13])([O-:3])=[O:2].C1(C)C=CC(S([CH2:26][N:27]=[C:28]=O)(=O)=O)=CC=1.[H-].[Na+].O, predict the reaction product. (7) The product is: [Cl:19][CH2:20][C:21]([NH:5][C:4]1[CH:6]=[CH:7][C:8]([O:10][CH3:11])=[CH:9][C:3]=1[O:2][CH3:1])=[O:22]. Given the reactants [CH3:1][O:2][C:3]1[CH:9]=[C:8]([O:10][CH3:11])[CH:7]=[CH:6][C:4]=1[NH2:5].C(N(CC)CC)C.[Cl:19][CH2:20][C:21](Cl)=[O:22], predict the reaction product.